From a dataset of Drug-target binding data from BindingDB patent sources. Regression. Given a target protein amino acid sequence and a drug SMILES string, predict the binding affinity score between them. We predict pAffinity (pAffinity = -log10(affinity in M)). Dataset: bindingdb_patent. (1) The drug is N[C@]1(CN(CC2CCCNC2)C[C@@H]1CCCB(O)O)C(O)=O. The target protein (P05089) has sequence MSAKSRTIGIIGAPFSKGQPRGGVEEGPTVLRKAGLLEKLKEQECDVKDYGDLPFADIPNDSPFQIVKNPRSVGKASEQLAGKVAEVKKNGRISLVLGGDHSLAIGSISGHARVHPDLGVIWVDAHTDINTPLTTTSGNLHGQPVSFLLKELKGKIPDVPGFSWVTPCISAKDIVYIGLRDVDPGEHYILKTLGIKYFSMTEVDRLGIGKVMEETLSYLLGRKKRPIHLSFDVDGLDPSFTPATGTPVVGGLTYREGLYITEEIYKTGLLSGLDIMEVNPSLGKTPEEVTRTVNTAVAITLACFGLAREGNHKPIDYLNPPK. The pAffinity is 6.6. (2) The pAffinity is 7.0. The target protein (Q96GD4) has sequence MAQKENSYPWPYGRQTAPSGLSTLPQRVLRKEPVTPSALVLMSRSNVQPTAAPGQKVMENSSGTPDILTRHFTIDDFEIGRPLGKGKFGNVYLAREKKSHFIVALKVLFKSQIEKEGVEHQLRREIEIQAHLHHPNILRLYNYFYDRRRIYLILEYAPRGELYKELQKSCTFDEQRTATIMEELADALMYCHGKKVIHRDIKPENLLLGLKGELKIADFGWSVHAPSLRRKTMCGTLDYLPPEMIEGRMHNEKVDLWCIGVLCYELLVGNPPFESASHNETYRRIVKVDLKFPASVPMGAQDLISKLLRHNPSERLPLAQVSAHPWVRANSRRVLPPSALQSVA. The compound is CN(C)Cc1ccc(\C=C\c2n[nH]c3cc(ccc23)[C@@H]2C[C@@]22C(=O)Nc3ccc(OC(F)F)cc23)cc1. (3) The small molecule is CC(N1CCOCC1)C(=O)Nc1ccc(Br)cc1N. The target protein (Q2M2I8) has sequence MKKFFDSRREQGGSGLGSGSSGGGGSTSGLGSGYIGRVFGIGRQQVTVDEVLAEGGFAIVFLVRTSNGMKCALKRMFVNNEHDLQVCKREIQIMRDLSGHKNIVGYIDSSINNVSSGDVWEVLILMDFCRGGQVVNLMNQRLQTGFTENEVLQIFCDTCEAVARLHQCKTPIIHRDLKVENILLHDRGHYVLCDFGSATNKFQNPQTEGVNAVEDEIKKYTTLSYRAPEMVNLYSGKIITTKADIWALGCLLYKLCYFTLPFGESQVAICDGNFTIPDNSRYSQDMHCLIRYMLEPDPDKRPDIYQVSYFSFKLLKKECPIPNVQNSPIPAKLPEPVKASEAAAKKTQPKARLTDPIPTTETSIAPRQRPKAGQTQPNPGILPIQPALTPRKRATVQPPPQAAGSSNQPGLLASVPQPKPQAPPSQPLPQTQAKQPQAPPTPQQTPSTQAQGLPAQAQATPQHQQQLFLKQQQQQQQPPPAQQQPAGTFYQQQQAQTQQF.... The pAffinity is 6.2. (4) The drug is COc1cc(OC)c(F)c(N2Cc3cnc(N)c(Cc4ccccc4)c3N(C)C2=O)c1F. The target protein (P22607) has sequence MGAPACALALCVAVAIVAGASSESLGTEQRVVGRAAEVPGPEPGQQEQLVFGSGDAVELSCPPPGGGPMGPTVWVKDGTGLVPSERVLVGPQRLQVLNASHEDSGAYSCRQRLTQRVLCHFSVRVTDAPSSGDDEDGEDEAEDTGVDTGAPYWTRPERMDKKLLAVPAANTVRFRCPAAGNPTPSISWLKNGREFRGEHRIGGIKLRHQQWSLVMESVVPSDRGNYTCVVENKFGSIRQTYTLDVLERSPHRPILQAGLPANQTAVLGSDVEFHCKVYSDAQPHIQWLKHVEVNGSKVGPDGTPYVTVLKTAGANTTDKELEVLSLHNVTFEDAGEYTCLAGNSIGFSHHSAWLVVLPAEEELVEADEAGSVYAGILSYGVGFFLFILVVAAVTLCRLRSPPKKGLGSPTVHKISRFPLKRQVSLESNASMSSNTPLVRIARLSSGEGPTLANVSELELPADPKWELSRARLTLGKPLGEGCFGQVVMAEAIGIDKDRAA.... The pAffinity is 7.0.